Task: Predict the product of the given reaction.. Dataset: Forward reaction prediction with 1.9M reactions from USPTO patents (1976-2016) (1) Given the reactants [C:1]([C:5]1[CH:6]=[C:7]([C:15]2[N:16]=[C:17]([C:27]([O:29]CC)=[O:28])[S:18][C:19]=2[CH2:20][CH:21]2[CH2:26][CH2:25][CH2:24][CH2:23][CH2:22]2)[CH:8]=[C:9]([C:11]2([CH3:14])[CH2:13][CH2:12]2)[CH:10]=1)([CH3:4])([CH3:3])[CH3:2].[OH-].[K+:33], predict the reaction product. The product is: [C:1]([C:5]1[CH:6]=[C:7]([C:15]2[N:16]=[C:17]([C:27]([O-:29])=[O:28])[S:18][C:19]=2[CH2:20][CH:21]2[CH2:26][CH2:25][CH2:24][CH2:23][CH2:22]2)[CH:8]=[C:9]([C:11]2([CH3:14])[CH2:13][CH2:12]2)[CH:10]=1)([CH3:2])([CH3:3])[CH3:4].[K+:33]. (2) Given the reactants Br[CH2:2][C:3]([C:5]1[S:13][C:12]2[C:11]([N:14]3[CH2:19][CH2:18][O:17][CH2:16][CH2:15]3)=[N:10][C:9]([Cl:20])=[N:8][C:7]=2[CH:6]=1)=O.[NH2:21][C:22]([NH2:24])=[S:23], predict the reaction product. The product is: [Cl:20][C:9]1[N:10]=[C:11]([N:14]2[CH2:19][CH2:18][O:17][CH2:16][CH2:15]2)[C:12]2[S:13][C:5]([C:3]3[N:21]=[C:22]([NH2:24])[S:23][CH:2]=3)=[CH:6][C:7]=2[N:8]=1. (3) Given the reactants Br[C:2]1[CH:7]=[CH:6][N:5]=[CH:4][C:3]=1[N:8]([CH3:25])[C:9](=[O:24])[C:10]1[CH:15]=[C:14]([C:16]([F:19])([F:18])[F:17])[CH:13]=[C:12]([C:20]([F:23])([F:22])[F:21])[CH:11]=1.[CH:26]([O:29][C:30]1[C:35](B2OC(C)(C)C(C)(C)O2)=[CH:34][CH:33]=[CH:32][N:31]=1)([CH3:28])[CH3:27], predict the reaction product. The product is: [CH:26]([O:29][C:30]1[C:35]([C:2]2[CH:7]=[CH:6][N:5]=[CH:4][C:3]=2[N:8]([CH3:25])[C:9](=[O:24])[C:10]2[CH:15]=[C:14]([C:16]([F:19])([F:18])[F:17])[CH:13]=[C:12]([C:20]([F:23])([F:22])[F:21])[CH:11]=2)=[CH:34][CH:33]=[CH:32][N:31]=1)([CH3:28])[CH3:27]. (4) Given the reactants [Cl:1][C:2]1[CH:7]=[C:6]([O:8]C)[CH:5]=[CH:4][C:3]=1[CH:10]([CH3:25])[C:11]([C:17]1[CH:18]=[CH:19][C:20](=[O:24])[N:21]([CH3:23])[CH:22]=1)([OH:16])[C:12]([F:15])([F:14])[F:13].B(Br)(Br)Br, predict the reaction product. The product is: [Cl:1][C:2]1[CH:7]=[C:6]([OH:8])[CH:5]=[CH:4][C:3]=1[CH:10]([CH3:25])[C:11]([C:17]1[CH:18]=[CH:19][C:20](=[O:24])[N:21]([CH3:23])[CH:22]=1)([OH:16])[C:12]([F:14])([F:15])[F:13]. (5) Given the reactants OC(C(F)(F)F)=O.[Cl:8][C:9]1[CH:14]=[C:13]([N:15]([CH3:17])[CH3:16])[C:12]([F:18])=[CH:11][C:10]=1[C:19]1[CH:24]=[CH:23][N:22]=[C:21](OS(C(F)(F)F)(=O)=O)[C:20]=1[N+:33]([O-:35])=[O:34].Cl.[CH:37]1([C@H:41]([NH2:43])[CH3:42])[CH2:40][CH2:39][CH2:38]1, predict the reaction product. The product is: [Cl:8][C:9]1[CH:14]=[C:13]([N:15]([CH3:17])[CH3:16])[C:12]([F:18])=[CH:11][C:10]=1[C:19]1[CH:24]=[CH:23][N:22]=[C:21]([NH:43][C@@H:41]([CH:37]2[CH2:40][CH2:39][CH2:38]2)[CH3:42])[C:20]=1[N+:33]([O-:35])=[O:34].